Dataset: Peptide-MHC class II binding affinity with 134,281 pairs from IEDB. Task: Regression. Given a peptide amino acid sequence and an MHC pseudo amino acid sequence, predict their binding affinity value. This is MHC class II binding data. (1) The peptide sequence is SSPDNVKPLYIITPT. The MHC is DRB3_0101 with pseudo-sequence DRB3_0101. The binding affinity (normalized) is 0.384. (2) The peptide sequence is FQRVLIFILLTAIAP. The MHC is DRB1_0701 with pseudo-sequence DRB1_0701. The binding affinity (normalized) is 0.131. (3) The binding affinity (normalized) is 0.0555. The MHC is HLA-DQA10101-DQB10501 with pseudo-sequence HLA-DQA10101-DQB10501. The peptide sequence is FDRSTKVIDFHYPNE. (4) The peptide sequence is THMMIWHSNLNDTTY. The binding affinity (normalized) is 0.0628. The MHC is DRB5_0101 with pseudo-sequence DRB5_0101. (5) The binding affinity (normalized) is 0.702. The MHC is DRB1_0101 with pseudo-sequence DRB1_0101. The peptide sequence is VPRDLEVVAATPTSL. (6) The peptide sequence is IAYQEDEFFECFKYL. The MHC is H-2-IAb with pseudo-sequence H-2-IAb. The binding affinity (normalized) is 0. (7) The peptide sequence is QNLARTISEAGQAMA. The MHC is DRB1_0101 with pseudo-sequence DRB1_0101. The binding affinity (normalized) is 0.467. (8) The peptide sequence is TKCYKLEHPVTGCGERTE. The MHC is DRB1_1101 with pseudo-sequence DRB1_1101. The binding affinity (normalized) is 0.388. (9) The peptide sequence is NRNNTFKPFAEYKSD. The MHC is HLA-DPA10103-DPB10401 with pseudo-sequence HLA-DPA10103-DPB10401. The binding affinity (normalized) is 0.235. (10) The peptide sequence is FFTTSLFLHLVGFPT. The MHC is DRB1_0101 with pseudo-sequence DRB1_0101. The binding affinity (normalized) is 0.869.